From a dataset of Forward reaction prediction with 1.9M reactions from USPTO patents (1976-2016). Predict the product of the given reaction. (1) Given the reactants [NH2:1][CH2:2][CH:3]([C:5]1[CH:10]=[CH:9][CH:8]=[CH:7][N:6]=1)[OH:4].[C:11]([N:18]1[CH2:23][CH2:22][CH2:21][CH2:20][C:19]1=O)([O:13][C:14]([CH3:17])([CH3:16])[CH3:15])=[O:12].C(O)(=O)C.[Na], predict the reaction product. The product is: [C:14]([O:13][C:11]([N:18]1[CH2:23][CH2:22][CH:21]([NH:1][CH2:2][CH:3]([OH:4])[C:5]2[CH:10]=[CH:9][CH:8]=[CH:7][N:6]=2)[CH2:20][CH2:19]1)=[O:12])([CH3:17])([CH3:15])[CH3:16]. (2) The product is: [CH2:1]([NH:8][C:9]1[N:14]=[C:13]([C:15]2[CH:20]=[CH:19][CH:18]=[C:17]([CH3:40])[N:16]=2)[CH:12]=[C:11]([C:21]2[CH:22]=[N:23][CH:24]=[C:25]([C:27]#[C:28][CH2:29][N:30]3[CH2:35][CH2:34][N:33]([C:36]([CH3:39])([CH3:38])[CH3:37])[CH2:32][CH2:31]3)[CH:26]=2)[CH:10]=1)[C:2]1[CH:7]=[CH:6][CH:5]=[CH:4][CH:3]=1. Given the reactants [CH2:1]([NH:8][C:9]1[N:14]=[C:13]([C:15]2[CH:20]=[CH:19][CH:18]=[CH:17][N:16]=2)[CH:12]=[C:11]([C:21]2[CH:22]=[N:23][CH:24]=[C:25]([C:27]#[C:28][CH2:29][N:30]3[CH2:35][CH2:34][N:33]([C:36]([CH3:39])([CH3:38])[CH3:37])[CH2:32][CH2:31]3)[CH:26]=2)[CH:10]=1)[C:2]1[CH:7]=[CH:6][CH:5]=[CH:4][CH:3]=1.[CH2:40](NC1N=C(C2C=CC=C(C)N=2)C=C(C2C=NC=C(Br)C=2)C=1)C1C=CC=CC=1, predict the reaction product.